This data is from Reaction yield outcomes from USPTO patents with 853,638 reactions. The task is: Predict the reaction yield, written as a fraction of the theoretical maximum amount of product (1.0 means a 100% yield; for example, 0.34 means a 34% yield). The reactants are [NH2:1][C:2]1[CH:7]=[CH:6][C:5]([S:8]([NH:11][C:12]([CH3:15])([CH3:14])[CH3:13])(=[O:10])=[O:9])=[CH:4][CH:3]=1.[F:16][C:17]1[CH:18]=[C:19]([CH:22]=[CH:23][C:24]=1[O:25][CH3:26])[CH:20]=O. The product is [C:12]([NH:11][S:8]([C:5]1[CH:6]=[CH:7][C:2]([N:1]=[CH:20][C:19]2[CH:22]=[CH:23][C:24]([O:25][CH3:26])=[C:17]([F:16])[CH:18]=2)=[CH:3][CH:4]=1)(=[O:10])=[O:9])([CH3:15])([CH3:14])[CH3:13]. The yield is 1.00. The catalyst is C1(C)C=CC=CC=1.